Dataset: Catalyst prediction with 721,799 reactions and 888 catalyst types from USPTO. Task: Predict which catalyst facilitates the given reaction. Reactant: [C:1]([O:5][C:6]([N:8]1[CH2:12][C@H:11]([F:13])[CH2:10][C@H:9]1[C:14]([OH:16])=O)=[O:7])([CH3:4])([CH3:3])[CH3:2].CN(C(ON1N=NC2C=CC=NC1=2)=[N+](C)C)C.F[P-](F)(F)(F)(F)F.CCN(C(C)C)C(C)C.[Cl:50][C:51]1[C:52]([C:59]2[CH:60]=[N:61][C:62]([C:65]([F:68])([F:67])[F:66])=[N:63][CH:64]=2)=[CH:53][C:54]([CH2:57][NH2:58])=[N:55][CH:56]=1. Product: [Cl:50][C:51]1[C:52]([C:59]2[CH:64]=[N:63][C:62]([C:65]([F:67])([F:68])[F:66])=[N:61][CH:60]=2)=[CH:53][C:54]([CH2:57][NH:58][C:14]([C@@H:9]2[CH2:10][C@@H:11]([F:13])[CH2:12][N:8]2[C:6]([O:5][C:1]([CH3:2])([CH3:3])[CH3:4])=[O:7])=[O:16])=[N:55][CH:56]=1. The catalyst class is: 39.